Dataset: Full USPTO retrosynthesis dataset with 1.9M reactions from patents (1976-2016). Task: Predict the reactants needed to synthesize the given product. (1) Given the product [CH:10]1([C:11]([O:13][CH2:14][CH3:15])=[O:12])[C:2]2([CH2:7][CH2:6][CH2:5][CH2:4][CH2:3]2)[CH2:1]1, predict the reactants needed to synthesize it. The reactants are: [CH2:1]=[C:2]1[CH2:7][CH2:6][CH2:5][CH2:4][CH2:3]1.[N+](=[CH:10][C:11]([O:13][CH2:14][CH3:15])=[O:12])=[N-]. (2) Given the product [F:1][C:2]1[CH:3]=[CH:4][C:5]([N:8]2[C:12]([C:24](=[O:26])[CH3:25])=[C:11]([CH3:13])[N:10]=[N:9]2)=[CH:6][CH:7]=1, predict the reactants needed to synthesize it. The reactants are: [F:1][C:2]1[CH:7]=[CH:6][C:5]([N:8]2[CH:12]=[C:11]([CH3:13])[N:10]=[N:9]2)=[CH:4][CH:3]=1.[Li]CCCC.C([Cu])#N.[Li+].[Cl-].[C:24](Cl)(=[O:26])[CH3:25].C(=O)([O-])[O-].[Na+].[Na+]. (3) Given the product [Cl:1][C:2]1[C:7]([CH:8]2[CH2:9][CH2:10]2)=[CH:6][N:5]=[C:4]([C:11](=[N:14][OH:15])[NH2:12])[CH:3]=1, predict the reactants needed to synthesize it. The reactants are: [Cl:1][C:2]1[C:7]([CH:8]2[CH2:10][CH2:9]2)=[CH:6][N:5]=[C:4]([C:11]#[N:12])[CH:3]=1.Cl.[NH2:14][OH:15].C(N(CC)CC)C. (4) Given the product [CH3:1][O:2][C:3]1[CH:10]=[CH:9][CH:8]=[CH:7][C:4]=1[CH:5]1[C:19]([C:20]([O:22][CH2:23][CH3:24])=[O:21])=[C:18]([CH2:25][CH2:26][CH3:27])[NH:11][C:12]2=[N:13][NH:14][CH:15]=[C:16]12, predict the reactants needed to synthesize it. The reactants are: [CH3:1][O:2][C:3]1[CH:10]=[CH:9][CH:8]=[CH:7][C:4]=1[CH:5]=O.[NH2:11][C:12]1[CH:16]=[CH:15][NH:14][N:13]=1.O=[C:18]([CH2:25][CH2:26][CH3:27])[CH2:19][C:20]([O:22][CH2:23][CH3:24])=[O:21].